This data is from Full USPTO retrosynthesis dataset with 1.9M reactions from patents (1976-2016). The task is: Predict the reactants needed to synthesize the given product. (1) Given the product [CH3:31][C:2]1([CH3:1])[CH2:7][CH2:6][C:5]([C:8]2[CH:13]=[C:12]([C:14]3([NH:40][CH2:39][CH2:38][O:37][CH3:36])[CH2:15][CH2:16][CH2:17][CH2:18][CH2:19]3)[CH:11]=[CH:10][C:9]=2[NH:21][C:22]([C:24]2[NH:25][CH:26]=[C:27]([C:29]#[N:30])[N:28]=2)=[O:23])=[CH:4][CH2:3]1, predict the reactants needed to synthesize it. The reactants are: [CH3:1][C:2]1([CH3:31])[CH2:7][CH2:6][C:5]([C:8]2[CH:13]=[C:12]([C:14]3(O)[CH2:19][CH2:18][CH2:17][CH2:16][CH2:15]3)[CH:11]=[CH:10][C:9]=2[NH:21][C:22]([C:24]2[NH:25][CH:26]=[C:27]([C:29]#[N:30])[N:28]=2)=[O:23])=[CH:4][CH2:3]1.O=S(Cl)Cl.[CH3:36][O:37][CH2:38][CH2:39][NH2:40]. (2) The reactants are: [NH2:1][C:2]1[CH:22]=[CH:21][C:5]([O:6][C:7]2[C:16]3[C:11](=[CH:12][C:13]([O:17][CH2:18][CH2:19][OH:20])=[CH:14][CH:15]=3)[N:10]=[CH:9][CH:8]=2)=[CH:4][CH:3]=1.[CH3:23][N:24]1[C:28]([CH3:29])=[C:27]([C:30](O)=[O:31])[C:26](=[O:33])[N:25]1[C:34]1[CH:39]=[CH:38][CH:37]=[CH:36][CH:35]=1.C1C=NC2N(O)N=NC=2C=1.CCN=C=NCCCN(C)C. Given the product [OH:20][CH2:19][CH2:18][O:17][C:13]1[CH:12]=[C:11]2[C:16]([C:7]([O:6][C:5]3[CH:4]=[CH:3][C:2]([NH:1][C:30]([C:27]4[C:26](=[O:33])[N:25]([C:34]5[CH:35]=[CH:36][CH:37]=[CH:38][CH:39]=5)[N:24]([CH3:23])[C:28]=4[CH3:29])=[O:31])=[CH:22][CH:21]=3)=[CH:8][CH:9]=[N:10]2)=[CH:15][CH:14]=1, predict the reactants needed to synthesize it.